The task is: Predict the product of the given reaction.. This data is from Forward reaction prediction with 1.9M reactions from USPTO patents (1976-2016). (1) Given the reactants [Cl:1][C:2]1[N:3]=[N:4][C:5]([C:8]2[CH:13]=[CH:12][C:11]([C:14]([F:17])([F:16])[F:15])=[CH:10][CH:9]=2)=[CH:6][CH:7]=1.[CH3:18][N:19]1[CH2:24][CH2:23][CH:22]([CH2:25][N:26]2[CH2:31][CH2:30][NH:29][CH2:28][CH2:27]2)[CH2:21][CH2:20]1, predict the reaction product. The product is: [ClH:1].[ClH:1].[CH3:18][N:19]1[CH2:24][CH2:23][CH:22]([CH2:25][N:26]2[CH2:31][CH2:30][N:29]([C:2]3[N:3]=[N:4][C:5]([C:8]4[CH:13]=[CH:12][C:11]([C:14]([F:17])([F:16])[F:15])=[CH:10][CH:9]=4)=[CH:6][CH:7]=3)[CH2:28][CH2:27]2)[CH2:21][CH2:20]1. (2) Given the reactants [NH:1]1[C:9]2[C:4](=[CH:5][CH:6]=[CH:7][CH:8]=2)[C:3]([CH2:10][C@H:11]([NH2:13])[CH3:12])=[CH:2]1.[Si:14]([O:31][CH2:32][C:33]([F:44])([F:43])[CH2:34]OS(C(F)(F)F)(=O)=O)([C:27]([CH3:30])([CH3:29])[CH3:28])([C:21]1[CH:26]=[CH:25][CH:24]=[CH:23][CH:22]=1)[C:15]1[CH:20]=[CH:19][CH:18]=[CH:17][CH:16]=1.CCN(C(C)C)C(C)C, predict the reaction product. The product is: [NH:1]1[C:9]2[C:4](=[CH:5][CH:6]=[CH:7][CH:8]=2)[C:3]([CH2:10][C@H:11]([NH:13][CH2:34][C:33]([F:44])([F:43])[CH2:32][O:31][Si:14]([C:27]([CH3:29])([CH3:28])[CH3:30])([C:15]2[CH:20]=[CH:19][CH:18]=[CH:17][CH:16]=2)[C:21]2[CH:26]=[CH:25][CH:24]=[CH:23][CH:22]=2)[CH3:12])=[CH:2]1. (3) Given the reactants [OH-].[Na+].[Cl:3][C:4]1[CH:5]=[C:6]([C:14]2[O:18][N:17]=[C:16]([C:19]3[CH:20]=[CH:21][C:22]([F:35])=[C:23]4[C:27]=3[NH:26][CH:25]=[C:24]4[CH2:28][CH2:29][C:30]([O:32]CC)=[O:31])[N:15]=2)[CH:7]=[CH:8][C:9]=1[O:10][CH:11]([CH3:13])[CH3:12].Cl, predict the reaction product. The product is: [Cl:3][C:4]1[CH:5]=[C:6]([C:14]2[O:18][N:17]=[C:16]([C:19]3[CH:20]=[CH:21][C:22]([F:35])=[C:23]4[C:27]=3[NH:26][CH:25]=[C:24]4[CH2:28][CH2:29][C:30]([OH:32])=[O:31])[N:15]=2)[CH:7]=[CH:8][C:9]=1[O:10][CH:11]([CH3:13])[CH3:12]. (4) Given the reactants [CH3:1][N:2]([CH3:17])[CH2:3][C:4]1[CH:13]=[CH:12][C:11]2[C:6](=[CH:7][CH:8]=[C:9]([N+:14]([O-])=O)[CH:10]=2)[N:5]=1, predict the reaction product. The product is: [CH3:17][N:2]([CH2:3][C:4]1[CH:13]=[CH:12][C:11]2[C:6](=[CH:7][CH:8]=[C:9]([NH2:14])[CH:10]=2)[N:5]=1)[CH3:1]. (5) Given the reactants C[N:2]1CC[O:5][CH2:4][CH2:3]1.ClC(OCC)=O.Cl.[NH2:15][C:16]1[S:20][N:19]=[C:18]([CH3:21])[CH:17]=1.C(N(CC)CC)C.Cl, predict the reaction product. The product is: [NH2:2][CH2:3][C:4]([NH:15][C:16]1[S:20][N:19]=[C:18]([CH3:21])[CH:17]=1)=[O:5].